From a dataset of Catalyst prediction with 721,799 reactions and 888 catalyst types from USPTO. Predict which catalyst facilitates the given reaction. (1) Reactant: [CH2:1]([C:3]1[NH:7][N:6]=[C:5]([NH2:8])[CH:4]=1)[CH3:2].Br[C:10]1[C:11](=[O:18])[N:12]([CH3:17])[CH:13]=[C:14]([Br:16])[CH:15]=1.C(=O)([O-])[O-].[Cs+].[Cs+].CC1(C)C2C(=C(P(C3C=CC=CC=3)C3C=CC=CC=3)C=CC=2)OC2C(P(C3C=CC=CC=3)C3C=CC=CC=3)=CC=CC1=2. Product: [Br:16][C:14]1[CH:15]=[C:10]([NH:8][C:5]2[CH:4]=[C:3]([CH2:1][CH3:2])[NH:7][N:6]=2)[C:11](=[O:18])[N:12]([CH3:17])[CH:13]=1. The catalyst class is: 102. (2) The catalyst class is: 4. Product: [C:1]12([C:11]([O:13][CH2:14][C:15]([F:21])([F:20])[S:16]([O-:19])(=[O:17])=[O:18])=[O:12])[CH2:10][CH:5]3[CH2:4][CH:3]([CH2:9][CH:7]([CH2:6]3)[CH2:8]1)[CH2:2]2.[C:24]([C:28]1[CH:33]=[CH:32][C:31]([S+:34]([C:41]2[CH:46]=[CH:45][CH:44]=[CH:43][CH:42]=2)[C:35]2[CH:36]=[CH:37][CH:38]=[CH:39][CH:40]=2)=[CH:30][CH:29]=1)([CH3:27])([CH3:25])[CH3:26]. Reactant: [C:1]12([C:11]([O:13][CH2:14][C:15]([F:21])([F:20])[S:16]([O-:19])(=[O:18])=[O:17])=[O:12])[CH2:10][CH:5]3[CH2:6][CH:7]([CH2:9][CH:3]([CH2:4]3)[CH2:2]1)[CH2:8]2.[Na+].[Br-].[C:24]([C:28]1[CH:33]=[CH:32][C:31]([S+:34]([C:41]2[CH:46]=[CH:45][CH:44]=[CH:43][CH:42]=2)[C:35]2[CH:40]=[CH:39][CH:38]=[CH:37][CH:36]=2)=[CH:30][CH:29]=1)([CH3:27])([CH3:26])[CH3:25]. (3) Reactant: [N+:1]([C:4]1[CH:11]=[CH:10][C:7]([CH:8]=O)=[CH:6][CH:5]=1)([O-:3])=[O:2].[C:12]([CH2:16][C:17]([O:19][CH2:20][CH2:21][C:22]#[N:23])=[O:18])(=O)[CH2:13][CH3:14].N1CCCCC1.C(O)(=[O:32])C. Product: [N+:1]([C:4]1[CH:11]=[CH:10][C:7]([CH:8]=[C:12]([C:13](=[O:32])[CH3:14])[CH2:16][C:17]([O:19][CH2:20][CH2:21][C:22]#[N:23])=[O:18])=[CH:6][CH:5]=1)([O-:3])=[O:2]. The catalyst class is: 41. (4) Reactant: [C:1]([O:5][C:6]([N:8]1[CH2:12][CH2:11][CH:10]([OH:13])[CH2:9]1)=[O:7])([CH3:4])([CH3:3])[CH3:2].[H-].[Na+].Cl[C:17]1[N:22]=[CH:21][CH:20]=[CH:19][N:18]=1. Product: [C:1]([O:5][C:6]([N:8]1[CH2:12][CH2:11][CH:10]([O:13][C:17]2[N:22]=[CH:21][CH:20]=[CH:19][N:18]=2)[CH2:9]1)=[O:7])([CH3:4])([CH3:2])[CH3:3]. The catalyst class is: 3. (5) Reactant: [Cl:1][C:2]1[N:7]=[C:6]([C:8]2[S:25][C:11]3[C:12]([CH3:24])([CH3:23])[N:13](C(OC(C)(C)C)=O)[C:14](=[O:15])[C:10]=3[CH:9]=2)[CH:5]=[CH:4][N:3]=1.Cl. Product: [ClH:1].[Cl:1][C:2]1[N:7]=[C:6]([C:8]2[S:25][C:11]3[C:12]([CH3:23])([CH3:24])[NH:13][C:14](=[O:15])[C:10]=3[CH:9]=2)[CH:5]=[CH:4][N:3]=1. The catalyst class is: 12. (6) Reactant: [S:1]1[CH:5]=[CH:4][C:3](B(O)O)=[CH:2]1.[F-].[K+].Cl[C:12]1[C:18]2[CH:19]=[C:20]([Cl:23])[CH:21]=[CH:22][C:17]=2[N:16]([CH3:24])[C:15](=[O:25])[CH2:14][N:13]=1.P(C(C)(C)C)(C(C)(C)C)C(C)(C)C. Product: [Cl:23][C:20]1[CH:21]=[CH:22][C:17]2[N:16]([CH3:24])[C:15](=[O:25])[CH2:14][N:13]=[C:12]([C:3]3[CH:4]=[CH:5][S:1][CH:2]=3)[C:18]=2[CH:19]=1. The catalyst class is: 110. (7) Reactant: [Cl:1][C:2]1[N:7]=[C:6]([NH:8][C@H:9]2[CH2:14][CH2:13][CH2:12][C:11](=O)[CH2:10]2)[C:5]([F:16])=[CH:4][N:3]=1.C1(P(C2C=CC=CC=2)(C2C=CC=CC=2)=[CH:24][C:25]([O:27][CH2:28][CH3:29])=[O:26])C=CC=CC=1. Product: [Cl:1][C:2]1[N:7]=[C:6]([NH:8][C@H:9]2[CH2:14][CH2:13][CH2:12][C:11](=[CH:24][C:25]([O:27][CH2:28][CH3:29])=[O:26])[CH2:10]2)[C:5]([F:16])=[CH:4][N:3]=1. The catalyst class is: 11.